From a dataset of Forward reaction prediction with 1.9M reactions from USPTO patents (1976-2016). Predict the product of the given reaction. Given the reactants [C:1]([NH:20][CH2:21][CH2:22][CH2:23][CH2:24][C@@H:25]([C:27]([OH:29])=O)[NH2:26])([C:14]1[CH:19]=[CH:18][CH:17]=[CH:16][CH:15]=1)([C:8]1[CH:13]=[CH:12][CH:11]=[CH:10][CH:9]=1)[C:2]1[CH:7]=[CH:6][CH:5]=[CH:4][CH:3]=1.[OH-].[NH4+:31], predict the reaction product. The product is: [C:1]([NH:20][CH2:21][CH2:22][CH2:23][CH2:24][C@@H:25]([C:27]([NH2:31])=[O:29])[NH2:26])([C:2]1[CH:7]=[CH:6][CH:5]=[CH:4][CH:3]=1)([C:14]1[CH:19]=[CH:18][CH:17]=[CH:16][CH:15]=1)[C:8]1[CH:9]=[CH:10][CH:11]=[CH:12][CH:13]=1.